From a dataset of Experimentally validated miRNA-target interactions with 360,000+ pairs, plus equal number of negative samples. Binary Classification. Given a miRNA mature sequence and a target amino acid sequence, predict their likelihood of interaction. (1) The miRNA is hsa-miR-548an with sequence AAAAGGCAUUGUGGUUUUUG. The protein sequence of the target gene is MFHQIWAALLYFYGIILNSIYQCPEHSQLTTLGVDGKEFPEVHLGQWYFIAGAAPTKEELATFDPVDNIVFNMAAGSAPMQLHLRATIRMKDGLCVPRKWIYHLTEGSTDLRTEGRPDMKTELFSSSCPGGIMLNETGQGYQRFLLYNRSPHPPEKCVEEFKSLTSCLDSKAFLLTPRNQEACELSNN. Result: 0 (no interaction). (2) The miRNA is hsa-miR-497-5p with sequence CAGCAGCACACUGUGGUUUGU. The protein sequence of the target gene is MNPIQSFHCKLRGLATTLDSETARLLRALDGEDSDFEDSPGRILHDLHSEVQTLKDNVNALLDEARLENQESTRFKKATKILMEKNSADVRKLREFFQKYGYQARDKEDSGCEHRVNNSTPELAVCKDIQKAGVKELSDPCVPSGSVSEEPLRSPQLSDFGLQRYIISQVPANPPQTAASLKEERVAETPPAKDPSVQVLKTPRCALRMDDFECETPKLEHFGISEHTMCLNEDYTMGLKNMKNIKSSLLSGVSGEAIGTGPVTSDNSFAIPGPIIQQMEENDVEYVSSPLPPKFCTPGL.... Result: 0 (no interaction). (3) The miRNA is dre-miR-133c-3p with sequence UUUGGUCCCUUUCAACCAGCUA. The protein sequence of the target gene is MGTAQVLPGILQKHCCILPDRNTESQCTLCGEPEEEEGGDLAQPGLSFPGPAEEDIDQQYSWSPTQHFNEERYSPAPRNMKGLTGSRNQPQLCAGHTCGLSPPDDCEHPHDHMHHGSDVRQPYLLSPAESCPMDHHRCSPRSSVHSECMMMPVMLGDHVSSSTFPRMHYSSHYDTRDDCAMSHTSTKVNRIPANLLDQFEKQLPLHRDGFHTLQYQRASAATEQRNESPGRIRHLVHSVQKLFTKSHSLEGSSKSNINGTKSDSRVDDHHQSHLSKHSKRSKSKERKPESKHKSGMSSWW.... Result: 0 (no interaction). (4) The miRNA is mmu-miR-181d-5p with sequence AACAUUCAUUGUUGUCGGUGGGU. The protein sequence of the target gene is MTAHSFALPVIIFTTFWGLVGIAGPWFVPKGPNRGVIITMLVATAVCCYLFWLIAILAQLNPLFGPQLKNETIWYVRFLWE. Result: 0 (no interaction). (5) The miRNA is hsa-miR-532-5p with sequence CAUGCCUUGAGUGUAGGACCGU. The protein sequence of the target gene is MESERDMYRQFQDWCLRTYGDSGKTKTVTRKKYERIVQLLNGSESSSTDNAKFKFWVKSKGFQLGQPDEVRGGGGGAKQVLYVPVKTTDGVGVDEKLSLRRVAVVEDFFDIIYSMHVETGPNGEQIRKHAGQKRTYKAISESYAFLPREAVTRFLMSCSECQKRMHLNPDGTDHKDNGKPPTLVTSMIDYNMPITMAYMKHMKLQLLNSQQDEDESSIESDEFDMSDSTRMSAVNSDLSSNLEERMQSPQNLHGQQDDDSAAESFNGNETLGHSSIASGGTHSREMGDSNSDGKTGLEQD.... Result: 0 (no interaction).